Dataset: NCI-60 drug combinations with 297,098 pairs across 59 cell lines. Task: Regression. Given two drug SMILES strings and cell line genomic features, predict the synergy score measuring deviation from expected non-interaction effect. (1) Drug 1: CC1C(C(CC(O1)OC2CC(OC(C2O)C)OC3=CC4=CC5=C(C(=O)C(C(C5)C(C(=O)C(C(C)O)O)OC)OC6CC(C(C(O6)C)O)OC7CC(C(C(O7)C)O)OC8CC(C(C(O8)C)O)(C)O)C(=C4C(=C3C)O)O)O)O. Drug 2: CNC(=O)C1=NC=CC(=C1)OC2=CC=C(C=C2)NC(=O)NC3=CC(=C(C=C3)Cl)C(F)(F)F. Cell line: NCI-H322M. Synergy scores: CSS=35.9, Synergy_ZIP=-0.454, Synergy_Bliss=-1.70, Synergy_Loewe=-45.0, Synergy_HSA=-2.81. (2) Drug 1: C1=CN(C(=O)N=C1N)C2C(C(C(O2)CO)O)O.Cl. Drug 2: C(CN)CNCCSP(=O)(O)O. Cell line: DU-145. Synergy scores: CSS=22.8, Synergy_ZIP=4.37, Synergy_Bliss=5.79, Synergy_Loewe=-23.2, Synergy_HSA=3.64. (3) Synergy scores: CSS=13.6, Synergy_ZIP=-3.42, Synergy_Bliss=1.83, Synergy_Loewe=2.05, Synergy_HSA=2.18. Drug 2: CCC1(C2=C(COC1=O)C(=O)N3CC4=CC5=C(C=CC(=C5CN(C)C)O)N=C4C3=C2)O.Cl. Cell line: NCI-H322M. Drug 1: CS(=O)(=O)CCNCC1=CC=C(O1)C2=CC3=C(C=C2)N=CN=C3NC4=CC(=C(C=C4)OCC5=CC(=CC=C5)F)Cl. (4) Drug 1: CC1=CC2C(CCC3(C2CCC3(C(=O)C)OC(=O)C)C)C4(C1=CC(=O)CC4)C. Drug 2: CN(C)N=NC1=C(NC=N1)C(=O)N. Cell line: HCT-15. Synergy scores: CSS=11.0, Synergy_ZIP=0.659, Synergy_Bliss=3.53, Synergy_Loewe=-1.65, Synergy_HSA=0.854. (5) Drug 1: COC1=CC(=CC(=C1O)OC)C2C3C(COC3=O)C(C4=CC5=C(C=C24)OCO5)OC6C(C(C7C(O6)COC(O7)C8=CC=CS8)O)O. Drug 2: CCC1(CC2CC(C3=C(CCN(C2)C1)C4=CC=CC=C4N3)(C5=C(C=C6C(=C5)C78CCN9C7C(C=CC9)(C(C(C8N6C)(C(=O)OC)O)OC(=O)C)CC)OC)C(=O)OC)O.OS(=O)(=O)O. Cell line: KM12. Synergy scores: CSS=45.2, Synergy_ZIP=-7.80, Synergy_Bliss=-6.83, Synergy_Loewe=-2.65, Synergy_HSA=-0.890. (6) Drug 1: C1CN1C2=NC(=NC(=N2)N3CC3)N4CC4. Drug 2: CC(CN1CC(=O)NC(=O)C1)N2CC(=O)NC(=O)C2. Cell line: SNB-19. Synergy scores: CSS=12.0, Synergy_ZIP=-0.0265, Synergy_Bliss=0.643, Synergy_Loewe=-16.1, Synergy_HSA=0.353.